From a dataset of Full USPTO retrosynthesis dataset with 1.9M reactions from patents (1976-2016). Predict the reactants needed to synthesize the given product. Given the product [F:12][C:13]1[CH:14]=[C:15]([C:20]2([CH3:8])[CH2:21][O:22]2)[CH:16]=[CH:17][C:18]=1[F:19], predict the reactants needed to synthesize it. The reactants are: CS(C)=O.[H-].[Na+].[I-].[CH3:8][S+](C)C.[F:12][C:13]1[CH:14]=[C:15]([C:20](=[O:22])[CH3:21])[CH:16]=[CH:17][C:18]=1[F:19].